Dataset: Forward reaction prediction with 1.9M reactions from USPTO patents (1976-2016). Task: Predict the product of the given reaction. (1) Given the reactants C1(OC2C=CC=CC=2)C=CC=CC=1.[Br:14][C:15]1[CH:20]=[CH:19][C:18]([NH:21][CH:22]=[C:23]2[C:28](=[O:29])OC(C)(C)OC2=O)=[CH:17][C:16]=1[O:33][CH3:34], predict the reaction product. The product is: [Br:14][C:15]1[CH:20]=[C:19]2[C:18](=[CH:17][C:16]=1[O:33][CH3:34])[NH:21][CH:22]=[CH:23][C:28]2=[O:29]. (2) Given the reactants [CH2:1]([N:3]([CH2:6][C:7]1[S:11][C:10]([C:12]([OH:14])=O)=[CH:9][C:8]=1[CH3:15])[CH2:4][CH3:5])[CH3:2].[OH:16][CH2:17][C:18]([NH:20][CH2:21][C@H:22]([OH:37])[CH2:23][O:24][C:25]1[C:30]([CH3:31])=[CH:29][C:28]([C:32](=[NH:35])[NH:33]O)=[CH:27][C:26]=1[Cl:36])=[O:19], predict the reaction product. The product is: [CH2:4]([N:3]([CH2:6][C:7]1[S:11][C:10]([C:12]2[O:14][N:33]=[C:32]([C:28]3[CH:29]=[C:30]([CH3:31])[C:25]([O:24][CH2:23][C@@H:22]([OH:37])[CH2:21][NH:20][C:18](=[O:19])[CH2:17][OH:16])=[C:26]([Cl:36])[CH:27]=3)[N:35]=2)=[CH:9][C:8]=1[CH3:15])[CH2:1][CH3:2])[CH3:5].